This data is from Forward reaction prediction with 1.9M reactions from USPTO patents (1976-2016). The task is: Predict the product of the given reaction. (1) Given the reactants [Cl:1][C:2]1[CH:3]=[C:4]([C:13]2[N:17]([C:18]3[CH:19]=[N:20][CH:21]=[CH:22][CH:23]=3)[N:16]=[C:15]([C:24]([OH:26])=O)[CH:14]=2)[CH:5]=[C:6]([O:8][C:9]([F:12])([F:11])[F:10])[CH:7]=1.[S:27]1[CH2:31][CH2:30][NH:29][CH2:28]1, predict the reaction product. The product is: [Cl:1][C:2]1[CH:3]=[C:4]([C:13]2[N:17]([C:18]3[CH:19]=[N:20][CH:21]=[CH:22][CH:23]=3)[N:16]=[C:15]([C:24]([N:29]3[CH2:30][CH2:31][S:27][CH2:28]3)=[O:26])[CH:14]=2)[CH:5]=[C:6]([O:8][C:9]([F:11])([F:12])[F:10])[CH:7]=1. (2) The product is: [O:1]1[CH2:5][CH:4]=[CH:3][CH:2]1[C:6]1[C:7]([O:16][CH3:17])=[CH:8][C:9]([O:14][CH3:15])=[C:10](/[CH:11]=[CH:19]/[C:18]([C:21]2[CH:22]=[CH:23][C:24]([S:27]([NH2:30])(=[O:29])=[O:28])=[CH:25][CH:26]=2)=[O:20])[CH:13]=1. Given the reactants [O:1]1[CH2:5][CH:4]=[CH:3][CH:2]1[C:6]1[C:7]([O:16][CH3:17])=[CH:8][C:9]([O:14][CH3:15])=[C:10]([CH:13]=1)[CH:11]=O.[C:18]([C:21]1[CH:26]=[CH:25][C:24]([S:27]([NH2:30])(=[O:29])=[O:28])=[CH:23][CH:22]=1)(=[O:20])[CH3:19].C[O-].[Li+], predict the reaction product. (3) Given the reactants Br[C:2]1[CH:3]=[C:4]2[C:10]([C:11]3[CH:12]=[N:13][N:14]([CH2:16][C:17]4[CH:22]=[C:21]([F:23])[CH:20]=[C:19]([F:24])[CH:18]=4)[CH:15]=3)=[CH:9][N:8]([S:25]([C:28]3[CH:34]=[CH:33][C:31]([CH3:32])=[CH:30][CH:29]=3)(=[O:27])=[O:26])[C:5]2=[N:6][CH:7]=1.[CH3:35][O:36][C:37]1[CH:42]=[C:41](B2OC(C)(C)C(C)(C)O2)[CH:40]=[CH:39][C:38]=1[NH:52][S:53]([CH3:56])(=[O:55])=[O:54].C(=O)([O-])[O-].[Na+].[Na+], predict the reaction product. The product is: [F:24][C:19]1[CH:18]=[C:17]([CH:22]=[C:21]([F:23])[CH:20]=1)[CH2:16][N:14]1[CH:15]=[C:11]([C:10]2[C:4]3[C:5](=[N:6][CH:7]=[C:2]([C:41]4[CH:40]=[CH:39][C:38]([NH:52][S:53]([CH3:56])(=[O:55])=[O:54])=[C:37]([O:36][CH3:35])[CH:42]=4)[CH:3]=3)[N:8]([S:25]([C:28]3[CH:29]=[CH:30][C:31]([CH3:32])=[CH:33][CH:34]=3)(=[O:26])=[O:27])[CH:9]=2)[CH:12]=[N:13]1. (4) Given the reactants [C:1]([C:3]1[CH:12]=[C:11]2[C:6]([CH:7]=[CH:8][C:9]([NH:13][C:14](=[O:20])[O:15][C:16]([CH3:19])([CH3:18])[CH3:17])=[CH:10]2)=[CH:5][CH:4]=1)#[N:2].C1C(=O)N([Br:28])C(=O)C1.C([O-])([O-])=O.[K+].[K+], predict the reaction product. The product is: [Br:28][C:10]1[C:11]2[C:6](=[CH:5][CH:4]=[C:3]([C:1]#[N:2])[CH:12]=2)[CH:7]=[CH:8][C:9]=1[NH:13][C:14](=[O:20])[O:15][C:16]([CH3:17])([CH3:19])[CH3:18]. (5) The product is: [NH2:16][C:10]1[O:11][CH2:12][C:13]([F:14])([F:15])[C@:8]([C:6]2[CH:7]=[C:2]([NH:1][C:26]([C:23]3[N:24]=[CH:25][C:20]([Cl:19])=[CH:21][N:22]=3)=[O:27])[CH:3]=[CH:4][C:5]=2[F:18])([CH3:17])[N:9]=1. Given the reactants [NH2:1][C:2]1[CH:3]=[CH:4][C:5]([F:18])=[C:6]([C@:8]2([CH3:17])[C:13]([F:15])([F:14])[CH2:12][O:11][C:10]([NH2:16])=[N:9]2)[CH:7]=1.[Cl:19][C:20]1[CH:21]=[N:22][C:23]([C:26](O)=[O:27])=[N:24][CH:25]=1, predict the reaction product. (6) Given the reactants [C:1]([O:5][C@@H:6]([C:12]1[C:21]([CH3:22])=[CH:20][C:19]2[C:14](=[CH:15][CH:16]=[C:17]([CH3:23])[CH:18]=2)[C:13]=1[OH:24])[C:7]([O:9][CH2:10][CH3:11])=[O:8])([CH3:4])([CH3:3])[CH3:2].[B-](F)(F)(F)[F:26].[B-](F)(F)(F)F.C1[N+]2(CCl)CC[N+](F)(CC2)C1, predict the reaction product. The product is: [C:1]([O:5][C@@H:6]([C:12]1[C:21]([CH3:22])=[C:20]([F:26])[C:19]2[C:14](=[CH:15][CH:16]=[C:17]([CH3:23])[CH:18]=2)[C:13]=1[OH:24])[C:7]([O:9][CH2:10][CH3:11])=[O:8])([CH3:4])([CH3:3])[CH3:2]. (7) Given the reactants [F:1][C:2]1[C:10]([O:11][C:12]2[C:21]3[C:16](=[CH:17][C:18]([O:24][CH2:25][CH2:26][CH2:27][N:28]4[CH2:33][CH2:32][NH:31][CH2:30][CH2:29]4)=[C:19]([O:22][CH3:23])[CH:20]=3)[N:15]=[CH:14][N:13]=2)=[CH:9][CH:8]=[C:7]2[C:3]=1[CH:4]=[C:5]([CH3:34])[NH:6]2.I[CH2:36][C:37]([NH2:39])=[O:38].C(N(CC)C(C)C)(C)C, predict the reaction product. The product is: [C:37]([CH2:36][N:31]1[CH2:32][CH2:33][N:28]([CH2:27][CH2:26][CH2:25][O:24][C:18]2[CH:17]=[C:16]3[C:21]([C:12]([O:11][C:10]4[C:2]([F:1])=[C:3]5[C:7](=[CH:8][CH:9]=4)[NH:6][C:5]([CH3:34])=[CH:4]5)=[N:13][CH:14]=[N:15]3)=[CH:20][C:19]=2[O:22][CH3:23])[CH2:29][CH2:30]1)(=[O:38])[NH2:39]. (8) The product is: [CH2:13]([O:12][CH2:11][CH2:10][N:7]1[C:8](=[O:9])[C@@H:2]([NH:1][C:30](=[O:31])[C@:29]([OH:28])([CH3:41])[C:33]([NH:35][CH2:36][C:37]([F:38])([F:39])[F:40])=[O:34])[C:3]2[CH:27]=[CH:26][CH:25]=[CH:24][C:4]=2[C:5]2[CH:23]=[CH:22][CH:21]=[CH:20][C:6]1=2)[C:14]1[CH:19]=[CH:18][CH:17]=[CH:16][CH:15]=1. Given the reactants [NH2:1][C@@H:2]1[C:8](=[O:9])[N:7]([CH2:10][CH2:11][O:12][CH2:13][C:14]2[CH:19]=[CH:18][CH:17]=[CH:16][CH:15]=2)[C:6]2[CH:20]=[CH:21][CH:22]=[CH:23][C:5]=2[C:4]2[CH:24]=[CH:25][CH:26]=[CH:27][C:3]1=2.[OH:28][C@@:29]([CH3:41])([C:33]([NH:35][CH2:36][C:37]([F:40])([F:39])[F:38])=[O:34])[C:30](O)=[O:31], predict the reaction product. (9) Given the reactants [C:1]1([C@H:7]2[C@@H:11]([C:12]3[CH:17]=[CH:16][CH:15]=[CH:14][CH:13]=3)[NH:10][C:9](=[S:18])[NH:8]2)[CH:6]=[CH:5][CH:4]=[CH:3][CH:2]=1.[CH3:19][O:20][C:21]1[CH:22]=[C:23]([CH:26]=[C:27]([O:29][CH3:30])[CH:28]=1)[CH2:24][Cl:25], predict the reaction product. The product is: [ClH:25].[CH3:30][O:29][C:27]1[CH:26]=[C:23]([CH:22]=[C:21]([O:20][CH3:19])[CH:28]=1)[CH2:24][S:18][C:9]1[NH:8][C@H:7]([C:1]2[CH:2]=[CH:3][CH:4]=[CH:5][CH:6]=2)[C@H:11]([C:12]2[CH:13]=[CH:14][CH:15]=[CH:16][CH:17]=2)[N:10]=1.